From a dataset of Peptide-MHC class II binding affinity with 134,281 pairs from IEDB. Regression. Given a peptide amino acid sequence and an MHC pseudo amino acid sequence, predict their binding affinity value. This is MHC class II binding data. (1) The peptide sequence is KCVTVMAPDKPSLDI. The MHC is DRB1_1101 with pseudo-sequence DRB1_1101. The binding affinity (normalized) is 0. (2) The peptide sequence is GSLIVNPSLNGFLSK. The MHC is H-2-IAb with pseudo-sequence H-2-IAb. The binding affinity (normalized) is 0.287. (3) The peptide sequence is AAAGLAAAAPLESRQ. The MHC is HLA-DQA10501-DQB10301 with pseudo-sequence HLA-DQA10501-DQB10301. The binding affinity (normalized) is 0.986. (4) The peptide sequence is EVVDYLGIPASARPV. The MHC is HLA-DQA10201-DQB10202 with pseudo-sequence HLA-DQA10201-DQB10202. The binding affinity (normalized) is 0.422. (5) The peptide sequence is PDNVKPIYIVTPTNA. The MHC is HLA-DPA10103-DPB10201 with pseudo-sequence HLA-DPA10103-DPB10201. The binding affinity (normalized) is 0.149. (6) The peptide sequence is AEHQAIVRDVLAAGD. The MHC is DRB1_0101 with pseudo-sequence DRB1_0101. The binding affinity (normalized) is 0.0752.